Task: Predict which catalyst facilitates the given reaction.. Dataset: Catalyst prediction with 721,799 reactions and 888 catalyst types from USPTO (1) Reactant: [NH2:1][CH2:2][C@H:3]1[C@H:9]([C:10]2[CH:15]=[CH:14][C:13]([Cl:16])=[C:12]([Cl:17])[CH:11]=2)[O:8][CH2:7][CH2:6][N:5]([C:18]([O:20][C:21]([CH3:24])([CH3:23])[CH3:22])=[O:19])[CH2:4]1.[C:25]([O:29][C:30]([N-:32][S:33](N1C=CC(=[N+](C)C)C=C1)(=[O:35])=[O:34])=[O:31])([CH3:28])([CH3:27])[CH3:26]. Product: [C:25]([O:29][C:30]([NH:32][S:33]([NH:1][CH2:2][C@H:3]1[C@H:9]([C:10]2[CH:15]=[CH:14][C:13]([Cl:16])=[C:12]([Cl:17])[CH:11]=2)[O:8][CH2:7][CH2:6][N:5]([C:18]([O:20][C:21]([CH3:24])([CH3:23])[CH3:22])=[O:19])[CH2:4]1)(=[O:35])=[O:34])=[O:31])([CH3:28])([CH3:26])[CH3:27]. The catalyst class is: 10. (2) Reactant: C(=O)([O-])[O-].[K+].[K+].Cl[C:8]1[CH:13]=[C:12]([Cl:14])[N:11]=[CH:10][N:9]=1.[CH3:15][C:16]1[NH:17][C:18]2[CH:24]=[C:23]([OH:25])[CH:22]=[C:21]([C:26]([F:29])([F:28])[F:27])[C:19]=2[N:20]=1. Product: [Cl:14][C:12]1[N:11]=[CH:10][N:9]=[C:8]([O:25][C:23]2[CH:22]=[C:21]([C:26]([F:29])([F:28])[F:27])[C:19]3[N:20]=[C:16]([CH3:15])[NH:17][C:18]=3[CH:24]=2)[CH:13]=1. The catalyst class is: 3. (3) Reactant: Cl[C:2]1[CH:3]=[C:4]([C:15]([NH:17][CH2:18][C:19]2[C:20](=[O:27])[NH:21][C:22]([CH3:26])=[CH:23][C:24]=2[CH3:25])=[O:16])[C:5]2[C:10]([CH3:11])=[N:9][N:8]([CH:12]([CH3:14])[CH3:13])[C:6]=2[N:7]=1.[CH3:28][N:29]([CH3:48])[S:30]([C:33]1[CH:38]=[CH:37][C:36](B2OC(C)(C)C(C)(C)O2)=[CH:35][CH:34]=1)(=[O:32])=[O:31].C(=O)(O)[O-].[Na+].O. Product: [CH3:28][N:29]([CH3:48])[S:30]([C:33]1[CH:34]=[CH:35][C:36]([C:2]2[CH:3]=[C:4]([C:15]([NH:17][CH2:18][C:19]3[C:20](=[O:27])[NH:21][C:22]([CH3:26])=[CH:23][C:24]=3[CH3:25])=[O:16])[C:5]3[C:10]([CH3:11])=[N:9][N:8]([CH:12]([CH3:14])[CH3:13])[C:6]=3[N:7]=2)=[CH:37][CH:38]=1)(=[O:31])=[O:32]. The catalyst class is: 149. (4) Reactant: [CH2:1](I)[C:2]1[CH:7]=[CH:6][CH:5]=[CH:4][CH:3]=1.[S:9]1[CH:13]=[CH:12][CH:11]=[C:10]1[Mg]Br. Product: [CH2:1]([C:10]1[S:9][CH:13]=[CH:12][CH:11]=1)[C:2]1[CH:7]=[CH:6][CH:5]=[CH:4][CH:3]=1. The catalyst class is: 1. (5) Reactant: [Cl-].O[NH3+:3].[C:4](=[O:7])([O-])[OH:5].[Na+].CS(C)=O.[N:13]1([CH2:18][CH2:19][O:20][C@H:21]2[CH2:26][CH2:25][C@H:24]([N:27]3[C:32](=[O:33])[C:31]([CH2:34][C:35]4[CH:40]=[CH:39][C:38]([C:41]5[C:42]([C:47]#[N:48])=[CH:43][CH:44]=[CH:45][CH:46]=5)=[CH:37][CH:36]=4)=[C:30]([CH2:49][CH2:50][CH3:51])[N:29]4[N:52]=[CH:53][N:54]=[C:28]34)[CH2:23][CH2:22]2)[CH:17]=[CH:16][N:15]=[CH:14]1. Product: [N:13]1([CH2:18][CH2:19][O:20][C@H:21]2[CH2:26][CH2:25][C@H:24]([N:27]3[C:32](=[O:33])[C:31]([CH2:34][C:35]4[CH:40]=[CH:39][C:38]([C:41]5[CH:46]=[CH:45][CH:44]=[CH:43][C:42]=5[C:47]5[NH:3][C:4](=[O:7])[O:5][N:48]=5)=[CH:37][CH:36]=4)=[C:30]([CH2:49][CH2:50][CH3:51])[N:29]4[N:52]=[CH:53][N:54]=[C:28]34)[CH2:23][CH2:22]2)[CH:17]=[CH:16][N:15]=[CH:14]1. The catalyst class is: 13. (6) Reactant: [CH3:1][S:2]([C:5]1[CH:10]=[CH:9][C:8]([NH:11][C:12]2[C:17]([N+:18]([O-:20])=[O:19])=[C:16]([O:21][CH:22]3[CH2:27][CH2:26][NH:25][CH2:24][CH2:23]3)[N:15]=[CH:14][N:13]=2)=[CH:7][CH:6]=1)(=[O:4])=[O:3].Cl[C:29]([O:31][CH2:32][CH3:33])=[O:30].C(N(CC)CC)C. Product: [CH2:32]([O:31][C:29]([N:25]1[CH2:26][CH2:27][CH:22]([O:21][C:16]2[C:17]([N+:18]([O-:20])=[O:19])=[C:12]([NH:11][C:8]3[CH:9]=[CH:10][C:5]([S:2]([CH3:1])(=[O:4])=[O:3])=[CH:6][CH:7]=3)[N:13]=[CH:14][N:15]=2)[CH2:23][CH2:24]1)=[O:30])[CH3:33]. The catalyst class is: 3. (7) Reactant: [Br:1][C:2]1[C:10]2[C:6](=[N:7][S:8][N:9]=2)[C:5]([C:11](Cl)=[N:12][OH:13])=[CH:4][CH:3]=1.[Cl:15][C:16]1[CH:21]=[C:20]([C:22]([C:24]([F:27])([F:26])[F:25])=[CH2:23])[CH:19]=[C:18]([Cl:28])[CH:17]=1.C(=O)([O-])O.[Na+]. Product: [Br:1][C:2]1[C:10]2=[N:9][S:8][N:7]=[C:6]2[C:5]([C:11]2[CH2:23][C:22]([C:20]3[CH:19]=[C:18]([Cl:28])[CH:17]=[C:16]([Cl:15])[CH:21]=3)([C:24]([F:25])([F:27])[F:26])[O:13][N:12]=2)=[CH:4][CH:3]=1. The catalyst class is: 41. (8) Product: [N+:6]([C:13]1[CH:12]=[CH:11][C:10]([CH:16]2[CH2:17][CH2:18][NH:19][CH2:20][CH2:21]2)=[CH:15][CH:14]=1)([O-:9])=[O:7]. The catalyst class is: 15. Reactant: OS(O)(=O)=O.[N+:6]([O-:9])(O)=[O:7].[C:10]1([CH:16]2[CH2:21][CH2:20][NH:19][CH2:18][CH2:17]2)[CH:15]=[CH:14][CH:13]=[CH:12][CH:11]=1.C([O-])(O)=O.[Na+]. (9) Reactant: Cl[C:2]1[CH:7]=[CH:6][C:5]([N+:8]([O-:10])=[O:9])=[C:4]([O:11][C:12]2[CH:17]=[CH:16][CH:15]=[CH:14][CH:13]=2)[CH:3]=1.[C:18]([N:25]1[CH2:30][CH2:29][NH:28][CH2:27][CH2:26]1)([O:20][C:21]([CH3:24])([CH3:23])[CH3:22])=[O:19].C(=O)([O-])[O-]. Product: [N+:8]([C:5]1[CH:6]=[CH:7][C:2]([N:28]2[CH2:27][CH2:26][N:25]([C:18]([O:20][C:21]([CH3:24])([CH3:23])[CH3:22])=[O:19])[CH2:30][CH2:29]2)=[CH:3][C:4]=1[O:11][C:12]1[CH:17]=[CH:16][CH:15]=[CH:14][CH:13]=1)([O-:10])=[O:9]. The catalyst class is: 9.